Dataset: Forward reaction prediction with 1.9M reactions from USPTO patents (1976-2016). Task: Predict the product of the given reaction. The product is: [Br:1][C:2]1[CH:3]=[CH:4][C:5]([I:10])=[C:6]([CH2:8][Cl:13])[CH:7]=1. Given the reactants [Br:1][C:2]1[CH:3]=[CH:4][C:5]([I:10])=[C:6]([CH2:8]O)[CH:7]=1.O=S(Cl)[Cl:13], predict the reaction product.